The task is: Regression. Given two drug SMILES strings and cell line genomic features, predict the synergy score measuring deviation from expected non-interaction effect.. This data is from NCI-60 drug combinations with 297,098 pairs across 59 cell lines. Drug 1: CS(=O)(=O)C1=CC(=C(C=C1)C(=O)NC2=CC(=C(C=C2)Cl)C3=CC=CC=N3)Cl. Drug 2: C1=C(C(=O)NC(=O)N1)F. Cell line: LOX IMVI. Synergy scores: CSS=30.8, Synergy_ZIP=-6.27, Synergy_Bliss=-9.17, Synergy_Loewe=-12.7, Synergy_HSA=-5.83.